Dataset: Reaction yield outcomes from USPTO patents with 853,638 reactions. Task: Predict the reaction yield, written as a fraction of the theoretical maximum amount of product (1.0 means a 100% yield; for example, 0.34 means a 34% yield). The reactants are [I:1][C:2]1[CH:3]=[C:4]([N:8]2[C:16]3[C:11](=[CH:12][C:13]([O:17]C)=[CH:14][CH:15]=3)[C:10]([C:19]([NH2:21])=[O:20])=[N:9]2)[CH:5]=[CH:6][CH:7]=1.B(Br)(Br)Br. The catalyst is ClCCl. The product is [OH:17][C:13]1[CH:12]=[C:11]2[C:16](=[CH:15][CH:14]=1)[N:8]([C:4]1[CH:5]=[CH:6][CH:7]=[C:2]([I:1])[CH:3]=1)[N:9]=[C:10]2[C:19]([NH2:21])=[O:20]. The yield is 0.670.